This data is from Full USPTO retrosynthesis dataset with 1.9M reactions from patents (1976-2016). The task is: Predict the reactants needed to synthesize the given product. (1) Given the product [NH2:21][C:18]1[N:17]=[CH:16][C:15]([C:14]2[C:9]3[CH2:8][CH2:7][N:6]([CH:4]4[CH2:5][C:2]([F:25])([F:1])[CH2:3]4)[C:10]=3[N:11]=[C:12]([N:26]3[CH2:31][CH2:30][O:29][CH2:28][C@H:27]3[CH2:32][OH:33])[N:13]=2)=[CH:20][N:19]=1, predict the reactants needed to synthesize it. The reactants are: [F:1][C:2]1([F:25])[CH2:5][CH:4]([N:6]2[C:10]3[N:11]=[C:12](S(C)=O)[N:13]=[C:14]([C:15]4[CH:16]=[N:17][C:18]([NH2:21])=[N:19][CH:20]=4)[C:9]=3[CH2:8][CH2:7]2)[CH2:3]1.[NH:26]1[CH2:31][CH2:30][O:29][CH2:28][C@H:27]1[CH2:32][OH:33].[F-].[Cs+]. (2) Given the product [CH3:1][O:2][CH2:3][C@@H:4]1[CH2:8][N:7]([C:9]([O:11][C:12]([CH3:15])([CH3:14])[CH3:13])=[O:10])[C@H:6]([C:16]([O:18][CH3:19])=[O:17])[CH2:5]1, predict the reactants needed to synthesize it. The reactants are: [CH3:1][O:2]/[CH:3]=[C:4]1\[CH2:5][C@@H:6]([C:16]([O:18][CH3:19])=[O:17])[N:7]([C:9]([O:11][C:12]([CH3:15])([CH3:14])[CH3:13])=[O:10])[CH2:8]\1.[O-2].[Mg+2].[H][H]. (3) Given the product [CH2:1]([O:3][C:4]([C:6]1[NH:7][C:8]2[C:13]([CH:14]=1)=[CH:12][C:11]([CH:15]1[CH2:20][CH2:19][CH2:18][N:17]([CH2:24][CH2:23][O:22][CH3:21])[CH2:16]1)=[CH:10][CH:9]=2)=[O:5])[CH3:2], predict the reactants needed to synthesize it. The reactants are: [CH2:1]([O:3][C:4]([C:6]1[NH:7][C:8]2[C:13]([CH:14]=1)=[CH:12][C:11]([C:15]1[CH:16]=[N:17][CH:18]=[CH:19][CH:20]=1)=[CH:10][CH:9]=2)=[O:5])[CH3:2].[CH3:21][O:22][CH2:23][CH2:24]Br.[H][H]. (4) Given the product [Br:9][C:7]1[CH:6]=[C:4]([NH2:5])[CH:3]=[C:2]([C:14]2[CH:13]=[CH:12][C:11]([F:10])=[CH:16][C:15]=2[F:17])[CH:8]=1, predict the reactants needed to synthesize it. The reactants are: Br[C:2]1[CH:3]=[C:4]([CH:6]=[C:7]([Br:9])[CH:8]=1)[NH2:5].[F:10][C:11]1[CH:16]=[C:15]([F:17])[CH:14]=[CH:13][C:12]=1B(O)O.C([O-])([O-])=O.[Na+].[Na+]. (5) Given the product [Cl:1][C:2]1[C:10]([C:11]#[N:12])=[CH:9][CH:8]=[C:7]2[C:3]=1[CH:4]=[C:5]([CH:17]([F:19])[F:18])[N:6]2[CH2:13][C:14]1[O:16][C:35]([C:34]2[CH:39]=[CH:40][C:41]([F:43])=[CH:42][C:33]=2[F:32])=[N:37][N:38]=1, predict the reactants needed to synthesize it. The reactants are: [Cl:1][C:2]1[C:10]([C:11]#[N:12])=[CH:9][CH:8]=[C:7]2[C:3]=1[CH:4]=[C:5]([CH:17]([F:19])[F:18])[N:6]2[CH2:13][C:14]([OH:16])=O.CCN=C=NCCCN(C)C.Cl.[F:32][C:33]1[CH:42]=[C:41]([F:43])[CH:40]=[CH:39][C:34]=1[C:35]([NH:37][NH2:38])=O.S(Cl)(C1C=CC(C)=CC=1)(=O)=O. (6) The reactants are: [C:1](Cl)(=[O:5])[C:2](Cl)=[O:3].[CH3:7][O:8][C:9]1[CH:14]=[CH:13][C:12]([NH:15][C:16]2[C:17]([NH2:26])=[C:18]3[C:23](=[CH:24][CH:25]=2)[CH:22]=[CH:21][CH:20]=[CH:19]3)=[CH:11][CH:10]=1.C(=O)([O-])O.[Na+]. Given the product [CH3:7][O:8][C:9]1[CH:14]=[CH:13][C:12]([N:15]2[C:16]3[CH:25]=[CH:24][C:23]4[CH:22]=[CH:21][CH:20]=[CH:19][C:18]=4[C:17]=3[NH:26][C:2](=[O:3])[C:1]2=[O:5])=[CH:11][CH:10]=1, predict the reactants needed to synthesize it.